From a dataset of Forward reaction prediction with 1.9M reactions from USPTO patents (1976-2016). Predict the product of the given reaction. (1) Given the reactants FC(F)(F)C(O)=O.C([Si]1(C(C)(C)C)[O:17][C@H:16]2[C@H:18]([O:21][C:22]3[N:26](COCC[Si](C)(C)C)[C:25]4[CH:35]=[C:36]([Cl:40])[C:37]([I:39])=[CH:38][C:24]=4[N:23]=3)[CH2:19][O:20][C@@H:15]2[CH2:14][O:13]1)(C)(C)C.[F-].C([N+](CCCC)(CCCC)CCCC)CCC, predict the reaction product. The product is: [Cl:40][C:36]1[C:37]([I:39])=[CH:38][C:24]2[N:23]=[C:22]([O:21][C@@H:18]3[CH2:19][O:20][C@H:15]([CH2:14][OH:13])[C@H:16]3[OH:17])[NH:26][C:25]=2[CH:35]=1. (2) Given the reactants CNC1SC2C=CC(N)=CC=2N=1.C([C:15]1[CH:23]=[CH:22][C:18]([C:19]([OH:21])=[O:20])=[CH:17][CH:16]=1)=O.[Sn](CCCC)(CCCC)(Cl)Cl.C1([SiH3])C=CC=CC=1, predict the reaction product. The product is: [C:19]([OH:21])(=[O:20])[C:18]1[CH:22]=[CH:23][CH:15]=[CH:16][CH:17]=1. (3) The product is: [Cl:1][C:2]1[CH:7]=[C:6]([C:8]2[N:12]=[CH:11][N:10](/[CH:13]=[CH:14]\[C:15]3[O:17][CH:18]=[N:33][N:34]=3)[N:9]=2)[CH:5]=[C:4]([O:21][CH:22]([CH3:24])[CH3:23])[N:3]=1. Given the reactants [Cl:1][C:2]1[CH:7]=[C:6]([C:8]2[N:12]=[CH:11][N:10](/[CH:13]=[CH:14]\[C:15]([O:17][CH:18](C)C)=O)[N:9]=2)[CH:5]=[C:4]([O:21][CH:22]([CH3:24])[CH3:23])[N:3]=1.ClC1C=C(C2N=C[N:34](/C=C\C(OC(C)C)=O)[N:33]=2)C=C(OC)N=1, predict the reaction product. (4) Given the reactants [OH-].[Na+].C(O)C.[Cl:6][C:7]1[CH:8]=[C:9]([CH:32]=[CH:33][C:34]=1[F:35])[CH2:10][C:11]1[S:12][C:13]2[C:20]([C:21]3[CH:22]=[C:23]([CH:29]=[CH:30][CH:31]=3)[C:24]([O:26]CC)=[O:25])=[CH:19][CH:18]=[CH:17][C:14]=2[C:15]=1[CH3:16], predict the reaction product. The product is: [Cl:6][C:7]1[CH:8]=[C:9]([CH:32]=[CH:33][C:34]=1[F:35])[CH2:10][C:11]1[S:12][C:13]2[C:20]([C:21]3[CH:22]=[C:23]([CH:29]=[CH:30][CH:31]=3)[C:24]([OH:26])=[O:25])=[CH:19][CH:18]=[CH:17][C:14]=2[C:15]=1[CH3:16]. (5) Given the reactants [CH:14]1[CH:19]=[CH:18][C:17](P([C:14]2[CH:19]=[CH:18][CH:17]=[CH:16][CH:15]=2)[C:14]2[CH:19]=[CH:18][CH:17]=[CH:16][CH:15]=2)=[CH:16][CH:15]=1.N(C(OCC)=O)=NC(O[CH2:25][CH3:26])=O.[I:32][C:33]1[CH:38]=[CH:37][C:36]([OH:39])=[C:35]([CH3:40])[CH:34]=1, predict the reaction product. The product is: [I:32][C:33]1[CH:38]=[CH:37][C:36]([O:39][C@@H:25]([C:14]2[CH:15]=[CH:16][CH:17]=[CH:18][CH:19]=2)[CH3:26])=[C:35]([CH3:40])[CH:34]=1. (6) Given the reactants O1CCCC1.[Cl:6][CH2:7][CH2:8][CH2:9][S:10](Cl)(=[O:12])=[O:11].[NH2:14][CH:15]([C:22]1[CH:27]=[CH:26][CH:25]=[CH:24][CH:23]=1)[C:16]1[CH:21]=[CH:20][CH:19]=[CH:18][CH:17]=1.C(N(CC)CC)C, predict the reaction product. The product is: [CH:15]([NH:14][S:10]([CH2:9][CH2:8][CH2:7][Cl:6])(=[O:12])=[O:11])([C:22]1[CH:23]=[CH:24][CH:25]=[CH:26][CH:27]=1)[C:16]1[CH:21]=[CH:20][CH:19]=[CH:18][CH:17]=1. (7) The product is: [F:1][C:2]1[CH:3]=[C:4]([CH:8]=[CH:9][CH:10]=1)[C:5]([N:13]([O:14][CH3:15])[CH3:12])=[O:6]. Given the reactants [F:1][C:2]1[CH:3]=[C:4]([CH:8]=[CH:9][CH:10]=1)[C:5](O)=[O:6].Cl.[CH3:12][NH:13][O:14][CH3:15].Cl.CN(C)CCCN=C=NCC, predict the reaction product. (8) Given the reactants [F:1][C:2]1[CH:3]=[N:4][C:5](C#N)=[N:6][CH:7]=1.[CH2:10]1[CH2:14][O:13]CC1.C[Mg+].[Br-], predict the reaction product. The product is: [F:1][C:2]1[CH:3]=[N:4][C:5]([C:14](=[O:13])[CH3:10])=[N:6][CH:7]=1.